Dataset: Forward reaction prediction with 1.9M reactions from USPTO patents (1976-2016). Task: Predict the product of the given reaction. (1) The product is: [Cl:14][C:12]1[CH:11]=[CH:10][C:9]([O:15][CH2:16][CH3:17])=[C:8]([C:6]2[N:5]=[C:4]([NH2:18])[N:3]=[C:2]([NH:27][C:24]3[CH:25]=[CH:26][C:21]([C:20]([F:19])([F:28])[F:29])=[CH:22][CH:23]=3)[CH:7]=2)[CH:13]=1. Given the reactants Cl[C:2]1[CH:7]=[C:6]([C:8]2[CH:13]=[C:12]([Cl:14])[CH:11]=[CH:10][C:9]=2[O:15][CH2:16][CH3:17])[N:5]=[C:4]([NH2:18])[N:3]=1.[F:19][C:20]([F:29])([F:28])[C:21]1[CH:26]=[CH:25][C:24]([NH2:27])=[CH:23][CH:22]=1, predict the reaction product. (2) Given the reactants [C:1]([O:5][C:6]([N:8]1[CH2:12][CH2:11][C@H:10]([NH:13][C:14]2[CH:19]=[CH:18][C:17]([Cl:20])=[C:16]([Cl:21])[CH:15]=2)[CH2:9]1)=[O:7])([CH3:4])([CH3:3])[CH3:2].Br[C:23]1[S:24][CH:25]=[CH:26][N:27]=1.C(P(C(C)(C)C)C(C)(C)C)(C)(C)C.F[B-](F)(F)F.CC(C)([O-])C.[Na+], predict the reaction product. The product is: [C:1]([O:5][C:6]([N:8]1[CH2:12][CH2:11][C@H:10]([N:13]([C:14]2[CH:19]=[CH:18][C:17]([Cl:20])=[C:16]([Cl:21])[CH:15]=2)[C:23]2[S:24][CH:25]=[CH:26][N:27]=2)[CH2:9]1)=[O:7])([CH3:4])([CH3:2])[CH3:3]. (3) Given the reactants [H][H].[C:3]([OH:10])(=[O:9])/[CH:4]=[CH:5]/[C:6]([OH:8])=[O:7].[C:11]([C:14]([CH3:49])([CH3:48])[CH2:15][NH:16][C:17](=[O:47])[C@H:18]([CH:44]([CH3:46])[CH3:45])[CH2:19][C@H:20]([OH:43])[C@@H:21]([NH2:42])[CH2:22][N:23]1[CH2:28][C:27](=[O:29])[N:26]([C:30]2[CH:35]=[CH:34][CH:33]=[CH:32][C:31]=2[O:36][CH2:37][O:38][CH3:39])[CH2:25][C:24]1([CH3:41])[CH3:40])(=[O:13])[NH2:12], predict the reaction product. The product is: [C:3]([OH:10])(=[O:9])/[CH:4]=[CH:5]/[C:6]([OH:8])=[O:7].[C:11]([C:14]([CH3:48])([CH3:49])[CH2:15][NH:16][C:17](=[O:47])[C@H:18]([CH:44]([CH3:45])[CH3:46])[CH2:19][C@H:20]([OH:43])[C@@H:21]([NH2:42])[CH2:22][N:23]1[CH2:28][C:27](=[O:29])[N:26]([C:30]2[CH:35]=[CH:34][CH:33]=[CH:32][C:31]=2[O:36][CH2:37][O:38][CH3:39])[CH2:25][C:24]1([CH3:40])[CH3:41])(=[O:13])[NH2:12].[NH2:42][C@@H:21]([CH2:22][N:23]1[CH2:28][C:27](=[O:29])[N:26]([C:30]2[CH:35]=[CH:34][CH:33]=[CH:32][C:31]=2[O:36][CH2:37][O:38][CH3:39])[CH2:25][C:24]1([CH3:41])[CH3:40])[C@@H:20]([OH:43])[CH2:19][C@@H:18]([CH:44]([CH3:46])[CH3:45])[C:17]([NH:16][CH2:15][C:14]([CH3:48])([C:11](=[O:13])[NH2:12])[CH3:49])=[O:47]. (4) The product is: [Si:1]([O:8][CH2:9][C@H:10]1[CH2:15][N:14]([C:25]2[CH:30]=[CH:29][N:28]=[CH:27][C:26]=2[N+:31]([O-:33])=[O:32])[CH2:13][C@@H:12]([NH:16][C:17](=[O:23])[O:18][C:19]([CH3:22])([CH3:21])[CH3:20])[CH2:11]1)([C:4]([CH3:7])([CH3:6])[CH3:5])([CH3:3])[CH3:2]. Given the reactants [Si:1]([O:8][CH2:9][C@H:10]1[CH2:15][NH:14][CH2:13][C@@H:12]([NH:16][C:17](=[O:23])[O:18][C:19]([CH3:22])([CH3:21])[CH3:20])[CH2:11]1)([C:4]([CH3:7])([CH3:6])[CH3:5])([CH3:3])[CH3:2].Cl[C:25]1[CH:30]=[CH:29][N:28]=[CH:27][C:26]=1[N+:31]([O-:33])=[O:32], predict the reaction product. (5) Given the reactants C(OC([NH:8][CH2:9][CH2:10][CH2:11][CH:12]([C:31]1[CH:36]=[CH:35][CH:34]=[CH:33][CH:32]=1)[NH:13][CH2:14][CH2:15][N:16]([CH2:24][C@H:25]([OH:30])[C@H:26]([OH:29])[CH2:27][OH:28])[CH2:17][C@H:18]([OH:23])[C@H:19]([OH:22])[CH2:20][OH:21])=O)(C)(C)C.ClCCl.[C:40]([OH:46])([C:42]([F:45])([F:44])[F:43])=[O:41], predict the reaction product. The product is: [F:43][C:42]([F:45])([F:44])[C:40]([OH:46])=[O:41].[OH:23][C@H:18]([C@H:19]([OH:22])[CH2:20][OH:21])[CH2:17][N:16]([CH2:15][CH2:14][NH:13][CH:12]([C:31]1[CH:36]=[CH:35][CH:34]=[CH:33][CH:32]=1)[CH2:11][CH2:10][CH2:9][NH2:8])[CH2:24][C@H:25]([OH:30])[C@H:26]([OH:29])[CH2:27][OH:28]. (6) The product is: [CH2:32]([C@@H:2]([C@@H:3]([OH:31])[CH2:4][C@H:5]([CH2:6][C:7]1[CH:12]=[CH:11][C:10]([C:13]2[S:14][CH:15]=[CH:16][N:17]=2)=[CH:9][CH:8]=1)[NH:18][C:19](=[O:30])[C@H:20]([C:26]([CH3:29])([CH3:28])[CH3:27])[NH:21][C:22](=[O:23])[O:24][CH3:25])[NH:1][C:45](=[O:46])[C@@H:44]([NH:43][C:41](=[O:42])[O:40][CH3:39])[C:48]([CH3:51])([CH3:50])[CH3:49])[C:33]1[CH:34]=[CH:35][CH:36]=[CH:37][CH:38]=1. Given the reactants [NH2:1][C@@H:2]([CH2:32][C:33]1[CH:38]=[CH:37][CH:36]=[CH:35][CH:34]=1)[C@@H:3]([OH:31])[CH2:4][C@@H:5]([NH:18][C:19](=[O:30])[C@H:20]([C:26]([CH3:29])([CH3:28])[CH3:27])[NH:21][C:22]([O:24][CH3:25])=[O:23])[CH2:6][C:7]1[CH:12]=[CH:11][C:10]([C:13]2[S:14][CH:15]=[CH:16][N:17]=2)=[CH:9][CH:8]=1.[CH3:39][O:40][C:41]([NH:43][C@@H:44]([C:48]([CH3:51])([CH3:50])[CH3:49])[C:45](O)=[O:46])=[O:42].CCOP(ON1N=NC2C=CC=CC=2C1=O)(OCC)=O.C(N(CC)C(C)C)(C)C, predict the reaction product.